Predict the reactants needed to synthesize the given product. From a dataset of Full USPTO retrosynthesis dataset with 1.9M reactions from patents (1976-2016). Given the product [F:1][C:2]1[CH:10]=[C:9]2[C:5](/[C:6](=[C:12]3/[CH:13]=[C:14]([C:19]4[CH:20]=[CH:21][C:22]([C:23]([OH:25])=[O:24])=[CH:27][CH:28]=4)[C:15]([CH3:18])([CH3:17])[O:16]/3)/[C:7](=[O:11])[NH:8]2)=[CH:4][CH:3]=1, predict the reactants needed to synthesize it. The reactants are: [F:1][C:2]1[CH:10]=[C:9]2[C:5](/[C:6](=[C:12]3/[CH:13]=[C:14]([C:19]4[CH:28]=[CH:27][C:22]([C:23]([O:25]C)=[O:24])=[CH:21][CH:20]=4)[C:15]([CH3:18])([CH3:17])[O:16]/3)/[C:7](=[O:11])[NH:8]2)=[CH:4][CH:3]=1.[OH-].[Na+].C1COCC1.Cl.